This data is from Reaction yield outcomes from USPTO patents with 853,638 reactions. The task is: Predict the reaction yield, written as a fraction of the theoretical maximum amount of product (1.0 means a 100% yield; for example, 0.34 means a 34% yield). The reactants are [C:1]([O:5][CH:6]([C:12]1[C:13]([C:26]2[CH:31]=[CH:30][C:29]([CH3:32])=[CH:28][C:27]=2[OH:33])=[C:14]2[C:21]3[CH2:22][CH2:23][CH2:24][CH2:25][C:20]=3[S:19][C:15]2=[N:16][C:17]=1[CH3:18])[C:7]([O:9]CC)=[O:8])([CH3:4])([CH3:3])[CH3:2].[OH-].[Na+]. The catalyst is C(O)C.O1CCCC1. The product is [C:1]([O:5][CH:6]([C:12]1[C:13]([C:26]2[CH:31]=[CH:30][C:29]([CH3:32])=[CH:28][C:27]=2[OH:33])=[C:14]2[C:21]3[CH2:22][CH2:23][CH2:24][CH2:25][C:20]=3[S:19][C:15]2=[N:16][C:17]=1[CH3:18])[C:7]([OH:9])=[O:8])([CH3:4])([CH3:3])[CH3:2]. The yield is 0.380.